This data is from Forward reaction prediction with 1.9M reactions from USPTO patents (1976-2016). The task is: Predict the product of the given reaction. (1) Given the reactants [CH3:1][O:2][C:3]1[C:12]([NH:13][C:14](=[O:18])OCC)=[N:11][C:10]2[C:5](=[CH:6][CH:7]=[C:8]([O:19][CH3:20])[CH:9]=2)[N:4]=1.[CH3:21][C:22]1[CH:23]=[C:24]([N:28]2[CH2:33][CH2:32][NH:31][CH2:30][CH2:29]2)[CH:25]=[CH:26][CH:27]=1, predict the reaction product. The product is: [CH3:1][O:2][C:3]1[C:12]([NH:13][C:14]([N:31]2[CH2:32][CH2:33][N:28]([C:24]3[CH:25]=[CH:26][CH:27]=[C:22]([CH3:21])[CH:23]=3)[CH2:29][CH2:30]2)=[O:18])=[N:11][C:10]2[C:5](=[CH:6][CH:7]=[C:8]([O:19][CH3:20])[CH:9]=2)[N:4]=1. (2) The product is: [Cl:23][C:20]1[CH:21]=[CH:22][C:17]([NH:16][C:15]2[NH:28][C:6]([C:5]3[CH:10]=[CH:11][C:2]([OH:1])=[CH:3][CH:4]=3)=[N:8][N:9]=2)=[CH:18][C:19]=1[C:24]([F:25])([F:26])[F:27]. Given the reactants [OH:1][C:2]1[CH:11]=[CH:10][C:5]([C:6]([NH:8][NH2:9])=O)=[CH:4][CH:3]=1.I.CS[C:15](=[NH:28])[NH:16][C:17]1[CH:22]=[CH:21][C:20]([Cl:23])=[C:19]([C:24]([F:27])([F:26])[F:25])[CH:18]=1, predict the reaction product. (3) Given the reactants C(OC([NH:8][C@@H:9]([CH:20]([CH3:22])[CH3:21])[C:10]([C@H:12]1[C@H:16]([CH3:17])[C:15](=[O:18])[NH:14][C:13]1=[O:19])=[O:11])=O)(C)(C)C.[ClH:23], predict the reaction product. The product is: [ClH:23].[NH2:8][C@@H:9]([CH:20]([CH3:22])[CH3:21])[C:10]([C@H:12]1[C@H:16]([CH3:17])[C:15](=[O:18])[NH:14][C:13]1=[O:19])=[O:11]. (4) Given the reactants [Br:1]Br.[CH3:3][CH:4]([CH3:12])[CH2:5][C:6](=O)[CH2:7][C:8](=O)[CH3:9].[N:13]1[N:14]=[CH:15][N:16]([NH2:18])[CH:17]=1, predict the reaction product. The product is: [Br:1][C:7]1[C:8]([CH3:9])=[N:18][N:16]2[CH:17]=[N:13][N:14]=[C:15]2[C:6]=1[CH2:5][CH:4]([CH3:12])[CH3:3]. (5) Given the reactants C(NC(C)C)(C)C.C([Li])CCC.[CH2:13]([Si:15](Cl)([CH2:18][CH3:19])[CH2:16][CH3:17])[CH3:14].[CH2:21]([Si:23]([CH2:38][CH3:39])([CH2:36][CH3:37])[O:24][CH2:25][C:26]([O:28][Si:29]([CH2:34]C)([CH2:32]C)[CH2:30]C)=[O:27])[CH3:22], predict the reaction product. The product is: [CH2:13]([Si:15]([CH2:18][CH3:19])([CH2:16][CH3:17])[O:27][C:26]([O:28][Si:29]([CH3:34])([CH3:32])[CH3:30])=[CH:25][O:24][Si:23]([CH2:38][CH3:39])([CH2:21][CH3:22])[CH2:36][CH3:37])[CH3:14]. (6) Given the reactants [Cl:1][C:2]1[CH:7]=[C:6]([Cl:8])[CH:5]=[CH:4][C:3]=1[SH:9].C(=O)([O-])[O-].[K+].[K+].Cl[C:17]1[CH:24]=[CH:23][CH:22]=[CH:21][C:18]=1[CH:19]=[O:20], predict the reaction product. The product is: [Cl:1][C:2]1[CH:7]=[C:6]([Cl:8])[CH:5]=[CH:4][C:3]=1[S:9][C:17]1[CH:24]=[CH:23][CH:22]=[CH:21][C:18]=1[CH:19]=[O:20]. (7) Given the reactants [CH3:1][O:2][C:3]1[CH:4]=[C:5]([CH:33]=[CH:34][C:35]=1[O:36][CH3:37])[CH2:6][CH2:7][NH:8][C:9]1[N:14]=[C:13]([C:15]2[CH:24]=[C:23]([N:25]3[CH2:30][CH2:29][NH:28][CH2:27][CH2:26]3)[C:22]3[C:17](=[CH:18][CH:19]=[C:20]([O:31][CH3:32])[CH:21]=3)[CH:16]=2)[CH:12]=[CH:11][N:10]=1.[Br:38][C:39]1[C:47]2[C:42](=[N:43][CH:44]=[N:45][C:46]=2Cl)[NH:41][N:40]=1, predict the reaction product. The product is: [Br:38][C:39]1[C:47]2[C:42](=[N:43][CH:44]=[N:45][C:46]=2[N:28]2[CH2:27][CH2:26][N:25]([C:23]3[C:22]4[C:17](=[CH:18][CH:19]=[C:20]([O:31][CH3:32])[CH:21]=4)[CH:16]=[C:15]([C:13]4[CH:12]=[CH:11][N:10]=[C:9]([NH:8][CH2:7][CH2:6][C:5]5[CH:33]=[CH:34][C:35]([O:36][CH3:37])=[C:3]([O:2][CH3:1])[CH:4]=5)[N:14]=4)[CH:24]=3)[CH2:30][CH2:29]2)[NH:41][N:40]=1. (8) Given the reactants Cl[C:2]1[N:7]=[C:6]([C:8]2[CH:9]=[N:10][CH:11]=[CH:12][CH:13]=2)[CH:5]=[CH:4][N:3]=1.[NH2:14][C:15]1[CH:20]=[C:19]([N+:21]([O-:23])=[O:22])[CH:18]=[CH:17][C:16]=1[CH3:24], predict the reaction product. The product is: [CH3:24][C:16]1[CH:17]=[CH:18][C:19]([N+:21]([O-:23])=[O:22])=[CH:20][C:15]=1[NH:14][C:2]1[N:7]=[C:6]([C:8]2[CH:9]=[N:10][CH:11]=[CH:12][CH:13]=2)[CH:5]=[CH:4][N:3]=1.